Dataset: Full USPTO retrosynthesis dataset with 1.9M reactions from patents (1976-2016). Task: Predict the reactants needed to synthesize the given product. (1) The reactants are: BrC1C=CC(F)=C([C@@](N[S@@](C(C)(C)C)=O)(CC=O)C)C=1.[Br:21][C:22]1[CH:23]=[CH:24][C:25]([F:44])=[C:26]([C@@:28]([NH:37][S@@:38]([C:40]([CH3:43])([CH3:42])[CH3:41])=[O:39])([CH2:30][C@H:31]([OH:36])[C:32]([F:35])([F:34])[F:33])[CH3:29])[CH:27]=1. Given the product [Br:21][C:22]1[CH:23]=[CH:24][C:25]([F:44])=[C:26]([C@@:28]([NH:37][S@@:38]([C:40]([CH3:43])([CH3:42])[CH3:41])=[O:39])([CH2:30][C@@H:31]([OH:36])[C:32]([F:35])([F:34])[F:33])[CH3:29])[CH:27]=1, predict the reactants needed to synthesize it. (2) Given the product [CH2:1]([O:3][C:4](=[O:14])[CH:5]([C:24](=[O:26])[CH3:25])[C:6](=[O:13])[CH2:7][O:8][C:9]([CH3:10])([CH3:12])[CH3:11])[CH3:2], predict the reactants needed to synthesize it. The reactants are: [CH2:1]([O:3][C:4](=[O:14])[CH2:5][C:6](=[O:13])[CH2:7][O:8][C:9]([CH3:12])([CH3:11])[CH3:10])[CH3:2].[Cl-].[Mg+2].[Cl-].N1C=CC=CC=1.[C:24](Cl)(=[O:26])[CH3:25]. (3) Given the product [N+:9]([C:7]1[CH:8]=[C:2]([C:17]2[CH:16]=[N:15][CH:20]=[CH:19][CH:18]=2)[CH:3]=[C:4]([N+:12]([O-:14])=[O:13])[C:5]=1[NH2:6])([O-:11])=[O:10], predict the reactants needed to synthesize it. The reactants are: Br[C:2]1[CH:8]=[C:7]([N+:9]([O-:11])=[O:10])[C:5]([NH2:6])=[C:4]([N+:12]([O-:14])=[O:13])[CH:3]=1.[N:15]1[CH:20]=[CH:19][CH:18]=[C:17](B(O)O)[CH:16]=1. (4) Given the product [Cl:26][C:27]1[N:28]=[CH:29][C:30]([CH2:33][N:3]2[CH:4]=[CH:5][CH:6]=[CH:7][C:2]2=[N:1][C:10](=[O:11])[C:9]([F:14])([F:13])[F:8])=[CH:31][CH:32]=1, predict the reactants needed to synthesize it. The reactants are: [NH2:1][C:2]1[CH:7]=[CH:6][CH:5]=[CH:4][N:3]=1.[F:8][C:9]([F:14])([F:13])[C:10](O)=[O:11].P(Cl)(Cl)(Cl)=O.C(=O)([O-])[O-].[K+].[K+].[Cl:26][C:27]1[CH:32]=[CH:31][C:30]([CH2:33]Cl)=[CH:29][N:28]=1. (5) Given the product [ClH:43].[CH3:42][O:41][C:38]1[CH:37]=[CH:36][C:35]([N:14]([CH:11]2[CH2:12][CH2:13][NH:8][CH2:9][CH2:10]2)[C:15](=[O:34])[C:16]2[CH:21]=[CH:20][CH:19]=[C:18]([C:22]3[CH:27]=[C:26]([O:28][CH3:29])[C:25]([O:30][CH3:31])=[C:24]([O:32][CH3:33])[CH:23]=3)[CH:17]=2)=[CH:40][CH:39]=1, predict the reactants needed to synthesize it. The reactants are: C(OC([N:8]1[CH2:13][CH2:12][CH:11]([N:14]([C:35]2[CH:40]=[CH:39][C:38]([O:41][CH3:42])=[CH:37][CH:36]=2)[C:15](=[O:34])[C:16]2[CH:21]=[CH:20][CH:19]=[C:18]([C:22]3[CH:27]=[C:26]([O:28][CH3:29])[C:25]([O:30][CH3:31])=[C:24]([O:32][CH3:33])[CH:23]=3)[CH:17]=2)[CH2:10][CH2:9]1)=O)(C)(C)C.[ClH:43].